Dataset: Reaction yield outcomes from USPTO patents with 853,638 reactions. Task: Predict the reaction yield, written as a fraction of the theoretical maximum amount of product (1.0 means a 100% yield; for example, 0.34 means a 34% yield). (1) The reactants are O=C1CCC(=O)N1O[C:9](=[O:17])[C:10]1[CH:15]=[CH:14][C:13]([Br:16])=[CH:12][CH:11]=1.BrC1C=CC(C(O)=O)=CC=1.ONC(=O)CCC(N)=O.[NH:37]1[CH2:41][CH2:40][CH2:39][C@H:38]1[CH2:42][N:43]1[CH2:47][CH2:46][CH2:45][CH2:44]1. The catalyst is O1CCCC1. The product is [Br:16][C:13]1[CH:12]=[CH:11][C:10]([C:9]([N:37]2[CH2:41][CH2:40][CH2:39][C@H:38]2[CH2:42][N:43]2[CH2:47][CH2:46][CH2:45][CH2:44]2)=[O:17])=[CH:15][CH:14]=1. The yield is 0.930. (2) The reactants are [C:1]([C:4]1[CH:9]=[CH:8][C:7]([S:10]([NH:13][C:14]2[CH:19]=[CH:18][CH:17]=[CH:16][N:15]=2)(=[O:12])=[O:11])=[CH:6][CH:5]=1)(=[O:3])[CH3:2].[CH3:20][O:21][C:22]1[CH:29]=[C:28]([O:30][CH3:31])[C:27]([N:32]2[CH2:36][CH2:35][CH2:34][CH2:33]2)=[CH:26][C:23]=1[CH:24]=O.C[O-].[Li+]. The catalyst is CN(C=O)C.CO. The product is [CH3:20][O:21][C:22]1[CH:29]=[C:28]([O:30][CH3:31])[C:27]([N:32]2[CH2:36][CH2:35][CH2:34][CH2:33]2)=[CH:26][C:23]=1/[CH:24]=[CH:2]/[C:1]([C:4]1[CH:5]=[CH:6][C:7]([S:10]([NH:13][C:14]2[CH:19]=[CH:18][CH:17]=[CH:16][N:15]=2)(=[O:12])=[O:11])=[CH:8][CH:9]=1)=[O:3]. The yield is 0.510. (3) The reactants are Br[C:2]1[C:3]([C:16]2[CH:21]=[CH:20][CH:19]=[CH:18][CH:17]=2)=[N:4][C:5]2[C:10]([N:11]=1)=[CH:9][C:8]([C:12]([O:14][CH3:15])=[O:13])=[CH:7][CH:6]=2.[Cl:22][C:23]1[CH:24]=[C:25]([N:29]2[CH2:34][CH2:33][NH:32][CH2:31][CH2:30]2)[CH:26]=[CH:27][CH:28]=1.CCN(C(C)C)C(C)C. The catalyst is CN(C=O)C. The product is [Cl:22][C:23]1[CH:24]=[C:25]([N:29]2[CH2:34][CH2:33][N:32]([C:2]3[C:3]([C:16]4[CH:21]=[CH:20][CH:19]=[CH:18][CH:17]=4)=[N:4][C:5]4[C:10]([N:11]=3)=[CH:9][C:8]([C:12]([O:14][CH3:15])=[O:13])=[CH:7][CH:6]=4)[CH2:31][CH2:30]2)[CH:26]=[CH:27][CH:28]=1. The yield is 0.890. (4) The reactants are [CH2:1]([O:8][C:9]1[C:18](=[O:19])[N:17]2[C:12]([C:13]([CH3:21])([CH3:20])[O:14][CH2:15][CH2:16]2)=[N:11][C:10]=1[C:22]([NH:24][CH3:25])=O)[C:2]1[CH:7]=[CH:6][CH:5]=[CH:4][CH:3]=1.COC1C=CC(P2(SP(C3C=CC(OC)=CC=3)(=S)S2)=[S:35])=CC=1. The catalyst is C1COCC1. The product is [CH2:1]([O:8][C:9]1[C:18](=[O:19])[N:17]2[C:12]([C:13]([CH3:21])([CH3:20])[O:14][CH2:15][CH2:16]2)=[N:11][C:10]=1[C:22](=[S:35])[NH:24][CH3:25])[C:2]1[CH:7]=[CH:6][CH:5]=[CH:4][CH:3]=1. The yield is 0.900. (5) The catalyst is C1(C)C=CC=CC=1.C(O)C.Cl[Pd](Cl)([P](C1C=CC=CC=1)(C1C=CC=CC=1)C1C=CC=CC=1)[P](C1C=CC=CC=1)(C1C=CC=CC=1)C1C=CC=CC=1. The yield is 0.981. The reactants are Br[C:2]1[C:3]([NH2:22])=[N:4][CH:5]=[C:6]([C:8]2[CH:13]=[CH:12][C:11]([O:14][Si:15]([C:18]([CH3:21])([CH3:20])[CH3:19])([CH3:17])[CH3:16])=[CH:10][CH:9]=2)[N:7]=1.[C:23]1(B(O)O)[CH:28]=[CH:27][CH:26]=[CH:25][CH:24]=1.C([O-])([O-])=O.[Na+].[Na+].O. The product is [Si:15]([O:14][C:11]1[CH:12]=[CH:13][C:8]([C:6]2[N:7]=[C:2]([C:23]3[CH:28]=[CH:27][CH:26]=[CH:25][CH:24]=3)[C:3]([NH2:22])=[N:4][CH:5]=2)=[CH:9][CH:10]=1)([C:18]([CH3:21])([CH3:20])[CH3:19])([CH3:17])[CH3:16].